From a dataset of Forward reaction prediction with 1.9M reactions from USPTO patents (1976-2016). Predict the product of the given reaction. (1) Given the reactants [CH:1]1([N:7]2[CH2:11][CH2:10][CH:9]([CH2:12][C:13]3[C:18]([Cl:19])=[CH:17][C:16]([C:20]4[CH:25]=[CH:24][C:23]([OH:26])=[CH:22][CH:21]=4)=[CH:15][C:14]=3[Cl:27])[C:8]2=[O:28])[CH2:6][CH2:5][CH2:4][CH2:3][CH2:2]1.Br[CH2:30][C:31]([O:33][CH2:34][CH3:35])=[O:32].C([O-])([O-])=O.[Cs+].[Cs+], predict the reaction product. The product is: [CH2:34]([O:33][C:31](=[O:32])[CH2:30][O:26][C:23]1[CH:24]=[CH:25][C:20]([C:16]2[CH:15]=[C:14]([Cl:27])[C:13]([CH2:12][CH:9]3[CH2:10][CH2:11][N:7]([CH:1]4[CH2:6][CH2:5][CH2:4][CH2:3][CH2:2]4)[C:8]3=[O:28])=[C:18]([Cl:19])[CH:17]=2)=[CH:21][CH:22]=1)[CH3:35]. (2) Given the reactants [CH2:1]([C:9]1[CH:10]([C:12]([OH:14])=O)[CH:11]=1)[CH2:2][CH2:3][CH2:4][CH2:5][CH2:6][CH2:7][CH3:8].C(Cl)(=O)C([Cl:18])=O, predict the reaction product. The product is: [CH2:1]([C:9]1[CH:10]([C:12]([Cl:18])=[O:14])[CH:11]=1)[CH2:2][CH2:3][CH2:4][CH2:5][CH2:6][CH2:7][CH3:8]. (3) Given the reactants [C:1]1([CH3:21])[CH:6]=[CH:5][CH:4]=[CH:3][C:2]=1[NH:7][C:8]1[O:9][C:10]2[CH:16]=[C:15]([CH2:17][C:18]([OH:20])=O)[CH:14]=[CH:13][C:11]=2[N:12]=1.F[P-](F)(F)(F)(F)F.N1(OC(N(C)C)=[N+](C)C)C2N=CC=CC=2N=N1.C(N(C(C)C)CC)(C)C.[NH2:55][C:56]1[CH:61]=[CH:60][C:59]([C@H:62]([CH3:69])[CH2:63][C:64]([O:66]CC)=[O:65])=[CH:58][CH:57]=1, predict the reaction product. The product is: [C:1]1([CH3:21])[CH:6]=[CH:5][CH:4]=[CH:3][C:2]=1[NH:7][C:8]1[O:9][C:10]2[CH:16]=[C:15]([CH2:17][C:18]([NH:55][C:56]3[CH:57]=[CH:58][C:59]([C@H:62]([CH3:69])[CH2:63][C:64]([OH:66])=[O:65])=[CH:60][CH:61]=3)=[O:20])[CH:14]=[CH:13][C:11]=2[N:12]=1.